From a dataset of Forward reaction prediction with 1.9M reactions from USPTO patents (1976-2016). Predict the product of the given reaction. (1) Given the reactants [CH3:1][O:2][C:3]1[CH:8]=[C:7]([O:9]COC)[CH:6]=[CH:5][C:4]=1[C:13]1[C:22]([CH2:23][N:24]([C:42]2[CH:47]=[CH:46][CH:45]=[CH:44][C:43]=2[O:48][CH3:49])[C:25]([O:27][CH2:28][CH:29]2[C:41]3[CH:40]=[CH:39][CH:38]=[CH:37][C:36]=3[C:35]3[C:30]2=[CH:31][CH:32]=[CH:33][CH:34]=3)=[O:26])=[C:21]2[C:16]([NH:17][C:18]([CH3:53])([CH3:52])[C:19](=[O:51])[N:20]2[CH3:50])=[CH:15][CH:14]=1.Cl.O1CCOCC1, predict the reaction product. The product is: [OH:9][C:7]1[CH:6]=[CH:5][C:4]([C:13]2[C:22]([CH2:23][N:24]([C:42]3[CH:47]=[CH:46][CH:45]=[CH:44][C:43]=3[O:48][CH3:49])[C:25]([O:27][CH2:28][CH:29]3[C:41]4[CH:40]=[CH:39][CH:38]=[CH:37][C:36]=4[C:35]4[C:30]3=[CH:31][CH:32]=[CH:33][CH:34]=4)=[O:26])=[C:21]3[C:16]([NH:17][C:18]([CH3:52])([CH3:53])[C:19](=[O:51])[N:20]3[CH3:50])=[CH:15][CH:14]=2)=[C:3]([O:2][CH3:1])[CH:8]=1. (2) Given the reactants C[O:2][C:3](=[O:32])[C@H:4]([NH:12][C:13]([O:15][CH2:16][C:17]1[CH:18]=[CH:19][C:20]2[O:24][C:23]([C:25]3[CH:30]=[CH:29][CH:28]=[CH:27][CH:26]=3)=[N:22][C:21]=2[CH:31]=1)=[O:14])[CH2:5][C:6]1[CH:11]=[CH:10][CH:9]=[CH:8][CH:7]=1.O.[OH-].[Li+].Cl, predict the reaction product. The product is: [C:25]1([C:23]2[O:24][C:20]3[CH:19]=[CH:18][C:17]([CH2:16][O:15][C:13]([NH:12][C@H:4]([CH2:5][C:6]4[CH:7]=[CH:8][CH:9]=[CH:10][CH:11]=4)[C:3]([OH:32])=[O:2])=[O:14])=[CH:31][C:21]=3[N:22]=2)[CH:26]=[CH:27][CH:28]=[CH:29][CH:30]=1. (3) The product is: [CH2:5]([C:12]1[CH:13]=[C:14]([CH:17]=[CH:18][CH:19]=1)[C:15]([OH:20])=[O:16])[C:6]1[CH:7]=[CH:8][CH:9]=[CH:10][CH:11]=1. Given the reactants [O-]Cl=O.[Na+].[CH2:5]([C:12]1[CH:13]=[C:14]([CH:17]=[CH:18][CH:19]=1)[CH:15]=[O:16])[C:6]1[CH:11]=[CH:10][CH:9]=[CH:8][CH:7]=1.[OH:20]O, predict the reaction product.